This data is from Full USPTO retrosynthesis dataset with 1.9M reactions from patents (1976-2016). The task is: Predict the reactants needed to synthesize the given product. (1) Given the product [NH2:34][C:33]1[N:3]([CH3:2])[O:4][C:19]2([C:18]3[C:23](=[CH:24][CH:25]=[C:16]([C:12]4[CH:11]=[C:10]([CH:15]=[CH:14][CH:13]=4)[C:8]#[N:9])[CH:17]=3)[O:22][CH:21]([C:26]3[CH:27]=[N:28][CH:29]=[CH:30][CH:31]=3)[CH2:20]2)[N:32]=1, predict the reactants needed to synthesize it. The reactants are: Cl.[CH3:2][NH:3][OH:4].C[O-].[Na+].[C:8]([C:10]1[CH:11]=[C:12]([C:16]2[CH:17]=[C:18]3[C:23](=[CH:24][CH:25]=2)[O:22][CH:21]([C:26]2[CH:27]=[N:28][CH:29]=[CH:30][CH:31]=2)[CH2:20]/[C:19]/3=[N:32]\[C:33]#[N:34])[CH:13]=[CH:14][CH:15]=1)#[N:9]. (2) Given the product [C:1]([O:5][C@@H:6]([C@H:8]1[CH2:12][O:11][C:10](=[O:13])[N:9]1[C:19]1[CH:18]=[C:17]([Cl:22])[N:16]=[C:15]([Cl:14])[N:20]=1)[CH3:7])([CH3:2])([CH3:3])[CH3:4], predict the reactants needed to synthesize it. The reactants are: [C:1]([O:5][C@@H:6]([C@H:8]1[CH2:12][O:11][C:10](=[O:13])[NH:9]1)[CH3:7])([CH3:4])([CH3:3])[CH3:2].[Cl:14][C:15]1[N:20]=[C:19](Cl)[CH:18]=[C:17]([Cl:22])[N:16]=1.[H-].[Na+]. (3) The reactants are: [NH2:1][N:2]1[N:11]=[C:10]([S:12][CH2:13][C:14]2[CH:19]=[CH:18][CH:17]=[CH:16][CH:15]=2)[C:9]2[C:4](=[CH:5][CH:6]=[CH:7][CH:8]=2)[C:3]1=[O:20].[F:21][C:22]1[CH:23]=[C:24]([CH2:29][C:30](O)=[O:31])[CH:25]=[C:26]([F:28])[CH:27]=1. Given the product [CH2:13]([S:12][C:10]1[C:9]2[C:4](=[CH:5][CH:6]=[CH:7][CH:8]=2)[C:3](=[O:20])[N:2]([NH:1][C:30](=[O:31])[CH2:29][C:24]2[CH:23]=[C:22]([F:21])[CH:27]=[C:26]([F:28])[CH:25]=2)[N:11]=1)[C:14]1[CH:19]=[CH:18][CH:17]=[CH:16][CH:15]=1, predict the reactants needed to synthesize it. (4) Given the product [CH2:22]1[C:20]2[C:5](=[CH:4][CH:3]=[CH:2][CH:21]=2)[CH2:6][CH2:26][N:23]1[CH2:19][C@H:17]([OH:18])[CH2:16][O:15][C:12]1[CH:13]=[CH:14][C:9]([C:6]2[C:5]3[CH:20]=[CH:21][C:2]([F:1])=[CH:3][C:4]=3[O:8][N:7]=2)=[CH:10][CH:11]=1, predict the reactants needed to synthesize it. The reactants are: [F:1][C:2]1[CH:21]=[CH:20][C:5]2[C:6]([C:9]3[CH:14]=[CH:13][C:12]([O:15][CH2:16][C@@H:17]4[CH2:19][O:18]4)=[CH:11][CH:10]=3)=[N:7][O:8][C:4]=2[CH:3]=1.[CH3:22][N:23]([CH3:26])C=O. (5) Given the product [Br:1][C:2]1[C:10]2[C:9]([Cl:11])=[N:8][CH:7]=[N:6][C:5]=2[N:4]([CH2:15][CH2:14][N:13]([CH3:17])[CH3:12])[CH:3]=1, predict the reactants needed to synthesize it. The reactants are: [Br:1][C:2]1[C:10]2[C:5]([NH:6][CH:7]=[N:8][C:9]=2[Cl:11])=[N:4][CH:3]=1.[CH3:12][N:13]([CH3:17])[CH2:14][CH2:15]O.C1(P(C2C=CC=CC=2)C2C=CC=CC=2)C=CC=CC=1.CCOC(/N=N/C(OCC)=O)=O.